Predict the reaction yield, written as a fraction of the theoretical maximum amount of product (1.0 means a 100% yield; for example, 0.34 means a 34% yield). From a dataset of Reaction yield outcomes from USPTO patents with 853,638 reactions. (1) The product is [F:1][C:2]1[CH:3]=[C:4]2[C:8](=[CH:9][CH:10]=1)[N:7]([CH3:13])[N:6]=[C:5]2[CH:11]=[O:12]. The catalyst is CS(C)=O. The reactants are [F:1][C:2]1[CH:3]=[C:4]2[C:8](=[CH:9][CH:10]=1)[NH:7][N:6]=[C:5]2[CH:11]=[O:12].[C:13](=O)([O-])[O-].[Cs+].[Cs+].CI.O. The yield is 0.500. (2) The reactants are C([O:3][C:4]([C:6]1[C:7]([C:11]2[CH:16]=[CH:15][CH:14]=[CH:13][N:12]=2)=[N:8][O:9][CH:10]=1)=[O:5])C.COC(=O)[C@@H](NC(C1C=NC(OCC2C(C3C=CC=CC=3)=NOC=2C)=CC=1)=O)CC1C=CC=CC=1. No catalyst specified. The product is [N:12]1[CH:13]=[CH:14][CH:15]=[CH:16][C:11]=1[C:7]1[C:6]([C:4]([OH:5])=[O:3])=[CH:10][O:9][N:8]=1. The yield is 0.790. (3) The reactants are [CH2:1]([NH:3][C:4]1[S:5][C@H:6]2[O:12][C@H:11]([CH2:13][OH:14])[C@@H:10]([OH:15])[C@H:9]([OH:16])[C@H:7]2[N:8]=1)[CH3:2].CCN(C(C)C)C(C)C.[CH3:26][C:27]([O:30][C:31](O[C:31]([O:30][C:27]([CH3:29])([CH3:28])[CH3:26])=[O:32])=[O:32])([CH3:29])[CH3:28].CO. The catalyst is CN(C=O)C. The product is [OH:15][C@@H:10]1[C@@H:11]([CH2:13][OH:14])[O:12][C@H:6]2[C@H:7]([N:8]=[C:4]([N:3]([CH2:1][CH3:2])[C:31](=[O:32])[O:30][C:27]([CH3:29])([CH3:28])[CH3:26])[S:5]2)[C@H:9]1[OH:16]. The yield is 0.640. (4) The reactants are OCC1C=C(NC(=O)OC2C=CC=CC=2)N(C2C=CC=CC=2)N=1.[Cl:24][C:25]1[C:26]([CH2:46][O:47]C2CCN(C(OC(C)(C)C)=O)CC2)=[N:27][N:28]([C:40]2[CH:45]=[CH:44][CH:43]=[CH:42][CH:41]=2)[C:29]=1[NH:30][C:31]([O:33][C:34]1[CH:39]=[CH:38][CH:37]=[CH:36][CH:35]=1)=[O:32]. No catalyst specified. The product is [Cl:24][C:25]1[C:26]([CH2:46][OH:47])=[N:27][N:28]([C:40]2[CH:41]=[CH:42][CH:43]=[CH:44][CH:45]=2)[C:29]=1[NH:30][C:31](=[O:32])[O:33][C:34]1[CH:35]=[CH:36][CH:37]=[CH:38][CH:39]=1. The yield is 0.280. (5) The reactants are [F:1][C:2]1[C:3]([C:9]2[N:13]([CH:14]3[CH2:19][CH2:18][O:17][CH2:16][CH2:15]3)[C:12]([CH3:20])=[N:11][CH:10]=2)=[N:4][C:5]([NH2:8])=[N:6][CH:7]=1.[Cl:21][C:22]1[C:23]([C:29]([N:31]2[CH2:36][CH2:35][CH2:34][CH2:33][CH2:32]2)=[O:30])=[N:24][CH:25]=[C:26](Cl)[CH:27]=1.C(=O)([O-])[O-].[Cs+].[Cs+].CC1(C)C2C(=C(P(C3C=CC=CC=3)C3C=CC=CC=3)C=CC=2)OC2C(P(C3C=CC=CC=3)C3C=CC=CC=3)=CC=CC1=2. The catalyst is O1CCOCC1.C(Cl)Cl.C1C=CC(/C=C/C(/C=C/C2C=CC=CC=2)=O)=CC=1.C1C=CC(/C=C/C(/C=C/C2C=CC=CC=2)=O)=CC=1.C1C=CC(/C=C/C(/C=C/C2C=CC=CC=2)=O)=CC=1.[Pd].[Pd]. The product is [ClH:21].[Cl:21][C:22]1[CH:27]=[C:26]([NH:8][C:5]2[N:4]=[C:3]([C:9]3[N:13]([CH:14]4[CH2:19][CH2:18][O:17][CH2:16][CH2:15]4)[C:12]([CH3:20])=[N:11][CH:10]=3)[C:2]([F:1])=[CH:7][N:6]=2)[CH:25]=[N:24][C:23]=1[C:29]([N:31]1[CH2:36][CH2:35][CH2:34][CH2:33][CH2:32]1)=[O:30]. The yield is 0.140.